From a dataset of Full USPTO retrosynthesis dataset with 1.9M reactions from patents (1976-2016). Predict the reactants needed to synthesize the given product. (1) Given the product [Cl:18][C:5]1[CH:4]=[CH:3][C:2]([B:19]2[O:23][C:22]([CH3:25])([CH3:24])[C:21]([CH3:27])([CH3:26])[O:20]2)=[CH:7][C:6]=1[S:8]([NH:11][C:12]1[CH:17]=[CH:16][CH:15]=[CH:14][CH:13]=1)(=[O:10])=[O:9], predict the reactants needed to synthesize it. The reactants are: Br[C:2]1[CH:3]=[CH:4][C:5]([Cl:18])=[C:6]([S:8]([NH:11][C:12]2[CH:17]=[CH:16][CH:15]=[CH:14][CH:13]=2)(=[O:10])=[O:9])[CH:7]=1.[B:19]1([B:19]2[O:23][C:22]([CH3:25])([CH3:24])[C:21]([CH3:27])([CH3:26])[O:20]2)[O:23][C:22]([CH3:25])([CH3:24])[C:21]([CH3:27])([CH3:26])[O:20]1.CC([O-])=O.[K+].C(Cl)Cl. (2) Given the product [Cl:38][C:35]1[CH:36]=[CH:37][C:32]([CH2:31][N:28]2[CH2:27][CH2:26][CH:25]([N:20]3[C:21](=[O:24])[CH2:22][CH2:23][CH:19]3[C:17]([NH:16][C:6]3[CH:5]=[C:4]([CH:9]=[C:8]([C:10]4[N:14]([CH3:15])[N:13]=[N:12][N:11]=4)[CH:7]=3)[C:3]([OH:40])=[O:2])=[O:18])[CH2:30][CH2:29]2)=[CH:33][C:34]=1[CH3:39], predict the reactants needed to synthesize it. The reactants are: C[O:2][C:3](=[O:40])[C:4]1[CH:9]=[C:8]([C:10]2[N:14]([CH3:15])[N:13]=[N:12][N:11]=2)[CH:7]=[C:6]([NH:16][C:17]([CH:19]2[CH2:23][CH2:22][C:21](=[O:24])[N:20]2[CH:25]2[CH2:30][CH2:29][N:28]([CH2:31][C:32]3[CH:37]=[CH:36][C:35]([Cl:38])=[C:34]([CH3:39])[CH:33]=3)[CH2:27][CH2:26]2)=[O:18])[CH:5]=1.[OH-].[Na+]. (3) Given the product [CH3:36][O:37][C:38]1[CH:45]=[CH:44][C:41]([CH2:42][NH:43][C:11]2[C:10]([CH:9]=[C:8]([C:4]3[CH:5]=[N:6][CH:7]=[C:2]([Br:1])[CH:3]=3)[CH3:28])=[CH:19][C:18]3[C:13](=[CH:14][CH:15]=[C:16]([C:20]4[CH:25]=[CH:24][CH:23]=[CH:22][C:21]=4[CH3:26])[CH:17]=3)[N:12]=2)=[CH:40][CH:39]=1, predict the reactants needed to synthesize it. The reactants are: [Br:1][C:2]1[CH:3]=[C:4]([C:8]([CH3:28])=[CH:9][C:10]2[C:11](Cl)=[N:12][C:13]3[C:18]([CH:19]=2)=[CH:17][C:16]([C:20]2[CH:25]=[CH:24][CH:23]=[CH:22][C:21]=2[CH3:26])=[CH:15][CH:14]=3)[CH:5]=[N:6][CH:7]=1.CN1C(=O)CCC1.[CH3:36][O:37][C:38]1[CH:45]=[CH:44][C:41]([CH2:42][NH2:43])=[CH:40][CH:39]=1. (4) Given the product [F:42][C:24]1[C:25]([NH:27][C:28]2[CH:33]=[CH:32][C:31]([N:34]3[CH2:35][CH2:36][O:37][CH2:38][CH2:39]3)=[CH:30][C:29]=2[O:40][CH3:41])=[N:26][C:21]([NH:1][C:2]2[C:17]([O:18][CH3:19])=[CH:16][C:5]3[CH2:6][CH2:7][N:8]([CH2:11][C:12]([NH:14][CH3:15])=[O:13])[CH2:9][CH2:10][C:4]=3[CH:3]=2)=[N:22][CH:23]=1, predict the reactants needed to synthesize it. The reactants are: [NH2:1][C:2]1[C:17]([O:18][CH3:19])=[CH:16][C:5]2[CH2:6][CH2:7][N:8]([CH2:11][C:12]([NH:14][CH3:15])=[O:13])[CH2:9][CH2:10][C:4]=2[CH:3]=1.Cl[C:21]1[N:26]=[C:25]([NH:27][C:28]2[CH:33]=[CH:32][C:31]([N:34]3[CH2:39][CH2:38][O:37][CH2:36][CH2:35]3)=[CH:30][C:29]=2[O:40][CH3:41])[C:24]([F:42])=[CH:23][N:22]=1. (5) Given the product [CH3:16][O:15][C:14]1[C:8]2[N:7]=[N:6][C:5]3=[C:4]([CH3:21])[N:3]=[C:2]([C:36]4[S:37][CH:38]=[CH:39][C:40]=4[CH3:41])[N:10]3[C:9]=2[CH:11]=[C:12]([C:17]([F:20])([F:19])[F:18])[CH:13]=1, predict the reactants needed to synthesize it. The reactants are: Br[C:2]1[N:10]2[C:5]([N:6]=[N:7][C:8]3[C:14]([O:15][CH3:16])=[CH:13][C:12]([C:17]([F:20])([F:19])[F:18])=[CH:11][C:9]=32)=[C:4]([CH3:21])[N:3]=1.C(=O)([O-])[O-].[K+].[K+].CC1(C)C(C)(C)OB([C:36]2[S:37][CH:38]=[CH:39][C:40]=2[CH3:41])O1. (6) Given the product [CH3:12][N:13]([CH3:14])[C:8](=[O:9])[CH2:7][C:6]([OH:5])=[O:11], predict the reactants needed to synthesize it. The reactants are: C([O:5][C:6](=[O:11])[CH2:7][C:8](O)=[O:9])(C)(C)C.[CH3:12][NH:13][CH3:14].C1COCC1.C(N(C(C)C)CC)(C)C.F[P-](F)(F)(F)(F)F.N1(OC(N(C)C)=[N+](C)C)C2N=CC=CC=2N=N1.FC(F)(F)C(O)=O. (7) Given the product [Br:11][C:5]1[CH:6]=[C:7]([N+:8]([O-:10])=[O:9])[C:2]([C:19]#[N:21])=[N:3][CH:4]=1, predict the reactants needed to synthesize it. The reactants are: N[C:2]1[C:7]([N+:8]([O-:10])=[O:9])=[CH:6][C:5]([Br:11])=[CH:4][N:3]=1.C(ON=O)(C)(C)C.[C:19](#[N:21])C.